This data is from Reaction yield outcomes from USPTO patents with 853,638 reactions. The task is: Predict the reaction yield, written as a fraction of the theoretical maximum amount of product (1.0 means a 100% yield; for example, 0.34 means a 34% yield). (1) The yield is 0.810. The reactants are [F:1][C:2]1[C:7]([O:8][CH3:9])=[CH:6][CH:5]=[CH:4][C:3]=1B(O)O.C(O)(=[O:15])C.OO. The catalyst is O1CCCC1. The product is [F:1][C:2]1[C:7]([O:8][CH3:9])=[CH:6][CH:5]=[CH:4][C:3]=1[OH:15]. (2) The reactants are [Cl:1][C:2]1[CH:38]=[CH:37][C:5]([CH2:6][N:7]2[C:15]3[C:10](=[CH:11][CH:12]=[CH:13][CH:14]=3)[C:9]([CH:16]([C:18]3[N:19]([CH2:29][O:30][CH2:31][CH2:32][Si:33]([CH3:36])([CH3:35])[CH3:34])[CH:20]=[C:21]([C:23]4[CH:28]=[CH:27][CH:26]=[CH:25][N:24]=4)[N:22]=3)[OH:17])=[CH:8]2)=[CH:4][CH:3]=1.CCCCCC.C(OCC)(=O)C. The catalyst is ClCCl.O=[Mn]=O. The product is [Cl:1][C:2]1[CH:38]=[CH:37][C:5]([CH2:6][N:7]2[C:15]3[C:10](=[CH:11][CH:12]=[CH:13][CH:14]=3)[C:9]([C:16]([C:18]3[N:19]([CH2:29][O:30][CH2:31][CH2:32][Si:33]([CH3:34])([CH3:35])[CH3:36])[CH:20]=[C:21]([C:23]4[CH:28]=[CH:27][CH:26]=[CH:25][N:24]=4)[N:22]=3)=[O:17])=[CH:8]2)=[CH:4][CH:3]=1. The yield is 1.00. (3) The reactants are [C:1]([O:5][C:6]([NH:8][CH:9]([C:19]([O:21][CH3:22])=[O:20])[C:10]1[CH:18]=[CH:17][C:13]([C:14]([OH:16])=O)=[CH:12][CH:11]=1)=[O:7])([CH3:4])([CH3:3])[CH3:2].C(N(C(C)C)CC)(C)C.C1C=CC2N(O)N=NC=2C=1.CN(C(ON1N=NC2C=CC=CC1=2)=[N+](C)C)C.[B-](F)(F)(F)F.[NH2:64][C:65]1[CH:70]=[CH:69][N:68]=[CH:67][CH:66]=1. The catalyst is CN(C=O)C. The product is [CH3:22][O:21][C:19](=[O:20])[CH:9]([NH:8][C:6]([O:5][C:1]([CH3:2])([CH3:3])[CH3:4])=[O:7])[C:10]1[CH:11]=[CH:12][C:13]([C:14](=[O:16])[NH:64][C:65]2[CH:70]=[CH:69][N:68]=[CH:67][CH:66]=2)=[CH:17][CH:18]=1. The yield is 0.560.